This data is from Experimentally validated miRNA-target interactions with 360,000+ pairs, plus equal number of negative samples. The task is: Binary Classification. Given a miRNA mature sequence and a target amino acid sequence, predict their likelihood of interaction. (1) The miRNA is mmu-miR-7220-5p with sequence GGUGAGCUCUUGGUACCUUGGC. The protein sequence of the target gene is MPLPDTMFCAQQIHIPPELPDILKQFTKAAIRTQPADVLRWSAGYFSALSRGDPLPVKDRMEMPTATQKTDTGLTQGLLKVLHKQCHHKRYVELTDLEQKWKNLCLPKEKFKALLQLDPCENKIKWINFLALGCSMLGGSLNTALKHLCEILTDDPEGGPARIPFKTFSYVYRYLARLDSDVSPLETESYLASLKENIDARKNGMIGLSDFFFPKRKLLESIENSEDVGH. Result: 0 (no interaction). (2) The miRNA is hsa-miR-4790-3p with sequence UGAAUGGUAAAGCGAUGUCACA. The protein sequence of the target gene is MAPAVLTALPNRMSLRSLKWSLLLLSLLSFLVIWYLSLPHYNVIERVNWMYFYEYEPIYRQDFRFTLREHSNCSHQNPFLVILVTSRPSDVKARQAIRVTWGEKKSWWGYEVLTFFLLGQQAEREDKTLALSLEDEHVLYGDIIRQDFLDTYNNLTLKTIMAFRWVMEFCPNAKYIMKTDTDVFINTGNLVKYLLNLNHSEKFFTGYPLIDNYSYRGFFHKNHISYQEYPFKVFPPYCSGLGYIMSGDLVPRVYEMMSHVKPIKFEDVYVGICLNLLKVDIHIPEDTNLFFLYRIHLDVC.... Result: 0 (no interaction). (3) The miRNA is cel-miR-74-3p with sequence UGGCAAGAAAUGGCAGUCUACA. The protein sequence of the target gene is MSPPPPPPIWRQLSFSLLLGSFCIALESAAQGNSATDALNILLIIVDDLRPSLGCYGDKLVRSPNIDQLASHSVLFQNAFAQQAVCAPSRVSFLTGRRPDTTRLYDFNSYWRVHSGNFSTIPQYFKENGYVTMSVGKVFHPGISSNHSDDYPYSWSFPPYHPSSEKYENTKTCKGQDGKLHANLLCPVDVADVPEGTLPDKQSTEEAIRLLEKMKTSASPFFLAVGYHKPHIPFRYPKEFQKLYPLENITLAPDPHVPDSLPPVAYNPWMDIREREDVQALNISVPYGPIPEDFQRKIRQ.... Result: 0 (no interaction). (4) The protein sequence of the target gene is MRSFSGAVWERQVSLGAPSWPAAMGDRIYSLEARAVARSVLARPRRPRAPRPRLRLRGRPGRGRGGLLGAGPREACLATPGPPTPPCSSGTSQTPPAPGQMKSKERHLCSPSDHRRSRSPSQRRSRSRSSSWGRDRRHSDSLKESRHRRSSYSQSKSRSKSLPRQSTSLRQSRTPRRNSGSRGRSRSKSLPKRSKSMEKSQSRSPQKQTGSGAKSRPHGRHCDSIARSPCKSPRAYTSSGSKTQTTKHSHLRSHSRSRSYHHKNSW. Result: 0 (no interaction). The miRNA is hsa-miR-4300 with sequence UGGGAGCUGGACUACUUC.